This data is from Reaction yield outcomes from USPTO patents with 853,638 reactions. The task is: Predict the reaction yield, written as a fraction of the theoretical maximum amount of product (1.0 means a 100% yield; for example, 0.34 means a 34% yield). (1) The reactants are [C:1]([O:5][C:6]([NH:8][CH2:9][C:10]1[CH:11]=[CH:12][C:13]([N+:19]([O-])=O)=[C:14]([CH:18]=1)[C:15]([OH:17])=[O:16])=[O:7])([CH3:4])([CH3:3])[CH3:2]. The catalyst is CO.CCOCC.[Pd]. The product is [NH2:19][C:13]1[CH:12]=[CH:11][C:10]([CH2:9][NH:8][C:6]([O:5][C:1]([CH3:4])([CH3:3])[CH3:2])=[O:7])=[CH:18][C:14]=1[C:15]([OH:17])=[O:16]. The yield is 0.490. (2) The reactants are [OH:1][N:2]=[C:3](Cl)[C:4]1[C:8]([N:9]2[CH2:14][CH2:13][O:12][CH2:11][CH2:10]2)=[N:7][O:6][N:5]=1.[Br:16][C:17]1[CH:18]=[C:19]([CH:21]=[CH:22][C:23]=1[F:24])[NH2:20].C(N(CC)C(C)C)(C)C. The catalyst is C(O)C.C(#N)C. The product is [Br:16][C:17]1[CH:18]=[C:19]([NH:20][C:3]([C:4]2[C:8]([N:9]3[CH2:14][CH2:13][O:12][CH2:11][CH2:10]3)=[N:7][O:6][N:5]=2)=[N:2][OH:1])[CH:21]=[CH:22][C:23]=1[F:24]. The yield is 0.480.